From a dataset of Forward reaction prediction with 1.9M reactions from USPTO patents (1976-2016). Predict the product of the given reaction. (1) Given the reactants [N:1]1[CH:6]=[CH:5][CH:4]=[CH:3][C:2]=1[CH2:7][NH:8][C:9]1[CH:14]=[CH:13][CH:12]=[CH:11][N:10]=1.[H-].[Na+].S(OCC)(O[CH2:21][CH3:22])(=O)=O, predict the reaction product. The product is: [CH2:21]([N:8]([CH2:7][C:2]1[CH:3]=[CH:4][CH:5]=[CH:6][N:1]=1)[C:9]1[CH:14]=[CH:13][CH:12]=[CH:11][N:10]=1)[CH3:22]. (2) Given the reactants ClC1C=CC(C2N(CC3C=CC(CCC(O)=O)=CC=3)C3C=C(F)C(F)=CC=3N=2)=C(OCC2CCCC2)C=1.[Cl:38][C:39]1[CH:44]=[CH:43][C:42]([C:45]2[N:49](CC3C=C(C=CC=3)C(O)=O)[C:48]3[CH:60]=[C:61]([F:65])[C:62]([F:64])=[CH:63][C:47]=3[N:46]=2)=[C:41]([O:66][CH2:67]C2CCCC2)[CH:40]=1.Br[CH2:74][C:75]1[CH:82]=[CH:81][C:78]([C:79]#[N:80])=[C:77]([F:83])[CH:76]=1, predict the reaction product. The product is: [Cl:38][C:39]1[CH:44]=[CH:43][C:42]([C:45]2[N:49]([CH2:74][C:75]3[CH:82]=[CH:81][C:78]([C:79]#[N:80])=[C:77]([F:83])[CH:76]=3)[C:48]3[CH:60]=[C:61]([F:65])[C:62]([F:64])=[CH:63][C:47]=3[N:46]=2)=[C:41]([O:66][CH3:67])[CH:40]=1. (3) Given the reactants N(CCO)CCO.CCOCC.[C:13]([CH2:21][C:22]([OH:24])=[O:23])(=[O:20])[C:14]1[CH:19]=[CH:18][CH:17]=[CH:16][CH:15]=1.[N+]([O-])([O-])=O.[Ag+:29], predict the reaction product. The product is: [C:13]([CH2:21][C:22]([O-:24])=[O:23])(=[O:20])[C:14]1[CH:19]=[CH:18][CH:17]=[CH:16][CH:15]=1.[Ag+:29]. (4) Given the reactants Cl[C:2]1[N:3]=[N:4][CH:5]=[C:6]([Cl:8])[CH:7]=1.[CH3:9][N:10]1[C:18]2[C:13](=[CH:14][C:15](B(O)O)=[CH:16][CH:17]=2)[CH:12]=[N:11]1.C([O-])([O-])=O.[K+].[K+], predict the reaction product. The product is: [Cl:8][C:6]1[CH:7]=[C:2]([C:15]2[CH:14]=[C:13]3[C:18](=[CH:17][CH:16]=2)[N:10]([CH3:9])[N:11]=[CH:12]3)[N:3]=[N:4][CH:5]=1. (5) The product is: [F:29][C:12]([F:11])([F:28])[O:13][C:14]1[CH:15]=[CH:16][C:17]([N:44]2[CH:45]=[CH:46][C:47]([C:54]([O:55][CH2:8][CH3:9])=[O:30])=[N:48]2)=[CH:26][CH:27]=1. Given the reactants N#N.C(N([CH2:8][CH3:9])CC)C.Cl.[F:11][C:12]([F:29])([F:28])[O:13][C:14]1[CH:27]=[CH:26][C:17](COC2CCNCC2)=[CH:16][CH:15]=1.[OH:30]N1C2C=CC=CC=2N=N1.C(N=C=[N:44][CH2:45][CH2:46][CH2:47][N:48](C)C)C.CN([CH:54]=[O:55])C, predict the reaction product.